Dataset: Full USPTO retrosynthesis dataset with 1.9M reactions from patents (1976-2016). Task: Predict the reactants needed to synthesize the given product. Given the product [OH:1][C@:2]1([C:30]([F:35])([F:36])[C:31]([F:32])([F:33])[F:34])[C@:18]2([CH3:19])[C@H:5]([C@H:6]3[C:15]([C@@H:16]([C:20]4[CH:21]=[CH:22][C:23]([CH:26]([O:28][C:40](=[O:41])[CH2:39][C:38]([CH3:44])([CH3:43])[CH3:37])[CH3:27])=[CH:24][CH:25]=4)[CH2:17]2)=[C:14]2[C:9](=[CH:10][C:11](=[O:29])[CH2:12][CH2:13]2)[CH2:8][CH2:7]3)[CH2:4][CH2:3]1, predict the reactants needed to synthesize it. The reactants are: [OH:1][C@:2]1([C:30]([F:36])([F:35])[C:31]([F:34])([F:33])[F:32])[C@:18]2([CH3:19])[C@H:5]([C@H:6]3[C:15]([C@@H:16]([C:20]4[CH:25]=[CH:24][C:23]([CH:26]([OH:28])[CH3:27])=[CH:22][CH:21]=4)[CH2:17]2)=[C:14]2[C:9](=[CH:10][C:11](=[O:29])[CH2:12][CH2:13]2)[CH2:8][CH2:7]3)[CH2:4][CH2:3]1.[CH3:37][C:38]([CH3:44])([CH3:43])[CH2:39][C:40](Cl)=[O:41].